The task is: Predict which catalyst facilitates the given reaction.. This data is from Catalyst prediction with 721,799 reactions and 888 catalyst types from USPTO. (1) Reactant: C(C=P(CCCC)(CCCC)CCCC)#N.[CH2:17]([O:24][C:25]1[CH:42]=[CH:41][C:28]([C:29]([NH:31][CH2:32][C@H:33]2[CH2:38][CH2:37][C@@H:36]([CH2:39][OH:40])[CH2:35][CH2:34]2)=[O:30])=[CH:27][CH:26]=1)[C:18]1[CH:23]=[CH:22][CH:21]=[CH:20][CH:19]=1.[CH3:43][O:44][C:45]1[CH:50]=[CH:49][C:48](O)=[CH:47][CH:46]=1. Product: [CH2:17]([O:24][C:25]1[CH:26]=[CH:27][C:28]([C:29]([NH:31][CH2:32][C@H:33]2[CH2:38][CH2:37][C@@H:36]([CH2:39][O:40][C:48]3[CH:49]=[CH:50][C:45]([O:44][CH3:43])=[CH:46][CH:47]=3)[CH2:35][CH2:34]2)=[O:30])=[CH:41][CH:42]=1)[C:18]1[CH:19]=[CH:20][CH:21]=[CH:22][CH:23]=1. The catalyst class is: 48. (2) Reactant: [CH2:1]([N:3]([CH2:30][CH3:31])[CH2:4][CH2:5][O:6][C:7]1[CH:8]=[C:9](NC2N=CC(C3C=CC(OC)=CC=3)=CN=2)[CH:10]=[CH:11][C:12]=1OC)[CH3:2].COC1C=CC([NH:40][C:41]2[N:46]=[CH:45][C:44]([C:47]3[CH:52]=[CH:51][C:50]([O:53][CH3:54])=[CH:49][CH:48]=3)=[CH:43][N:42]=2)=CC=1O.[C:56]([O-])([O-])=[O:57].[Cs+].[Cs+].ClCCN(CC)CC. Product: [CH2:30]([N:3]([CH2:4][CH2:5][O:6][C:7]1[CH:8]=[C:9]([O:57][CH3:56])[CH:10]=[CH:11][C:12]=1[N:42]1[CH:43]=[C:44]([C:47]2[CH:48]=[CH:49][C:50]([O:53][CH3:54])=[CH:51][CH:52]=2)[CH:45]=[N:46][CH:41]1[NH2:40])[CH2:1][CH3:2])[CH3:31]. The catalyst class is: 3.